Dataset: Full USPTO retrosynthesis dataset with 1.9M reactions from patents (1976-2016). Task: Predict the reactants needed to synthesize the given product. (1) Given the product [Br:1][C:2]1[CH:7]=[CH:6][CH:5]=[C:4]([N+:9]([O-:11])=[O:10])[C:3]=1[OH:8], predict the reactants needed to synthesize it. The reactants are: [Br:1][C:2]1[CH:7]=[CH:6][CH:5]=[CH:4][C:3]=1[OH:8].[N+:9]([O-])([O-:11])=[O:10].[Na+]. (2) Given the product [NH2:1][C@H:2]1[CH2:7][CH2:6][CH2:5][CH2:4][C@H:3]1[NH:8][C:9]([C:11]1[C:19]2[C:14](=[N:15][CH:16]=[C:17]([C:20]3[C:28]4[C:23](=[CH:24][CH:25]=[C:26]([O:29][CH3:30])[CH:27]=4)[N:22]([CH3:31])[N:21]=3)[N:18]=2)[NH:13][CH:12]=1)=[O:10], predict the reactants needed to synthesize it. The reactants are: [NH2:1][C@H:2]1[CH2:7][CH2:6][CH2:5][CH2:4][C@H:3]1[NH:8][C:9]([C:11]1[C:19]2[C:14](=[N:15][CH:16]=[C:17]([C:20]3[C:28]4[C:23](=[CH:24][CH:25]=[C:26]([O:29][CH3:30])[CH:27]=4)[N:22]([CH3:31])[N:21]=3)[N:18]=2)[N:13](COCC[Si](C)(C)C)[CH:12]=1)=[O:10].C(O)(C(F)(F)F)=O. (3) Given the product [C:47]([O:26][C:25]1[C:20]([C:19](=[O:29])[NH:18][C@H:12]2[CH2:11][CH2:10][O:9][C@H:8]([CH2:30][CH2:31][C:32]3[CH:37]=[CH:36][CH:35]=[CH:34][CH:33]=3)[C@@H:7]([CH2:6][C:5]3[CH:4]=[CH:3][C:2]([F:1])=[CH:39][CH:38]=3)[C@H:15]([CH3:16])[O:14][C:13]2=[O:17])=[N:21][CH:22]=[CH:23][C:24]=1[O:27][CH3:28])(=[O:49])[CH3:48], predict the reactants needed to synthesize it. The reactants are: [F:1][C:2]1[CH:39]=[CH:38][C:5]([CH2:6][C@H:7]2[C@H:15]([CH3:16])[O:14][C:13](=[O:17])[C@@H:12]([NH:18][C:19](=[O:29])[C:20]3[C:25]([OH:26])=[C:24]([O:27][CH3:28])[CH:23]=[CH:22][N:21]=3)[CH2:11][CH2:10][O:9][C@@H:8]2[CH2:30][CH2:31][C:32]2[CH:37]=[CH:36][CH:35]=[CH:34][CH:33]=2)=[CH:4][CH:3]=1.CCN(CC)CC.[C:47](Cl)(=[O:49])[CH3:48].[NH4+].[Cl-]. (4) Given the product [CH3:15][O:16][C:17]1[CH:18]=[CH:19][C:20]([CH:23]2[O:28][CH2:27][CH2:26][N:25]([C:2]3[CH:3]=[C:4]([CH3:14])[C:5]4[O:9][C:8]([CH3:11])([CH3:10])[CH2:7][C:6]=4[C:12]=3[CH3:13])[CH2:24]2)=[CH:21][CH:22]=1, predict the reactants needed to synthesize it. The reactants are: Br[C:2]1[CH:3]=[C:4]([CH3:14])[C:5]2[O:9][C:8]([CH3:11])([CH3:10])[CH2:7][C:6]=2[C:12]=1[CH3:13].[CH3:15][O:16][C:17]1[CH:22]=[CH:21][C:20]([CH:23]2[O:28][CH2:27][CH2:26][NH:25][CH2:24]2)=[CH:19][CH:18]=1. (5) Given the product [NH2:37][C:31]1[C:30]2[C:35](=[CH:36][C:27]([NH:26][C:6](=[O:7])[C@H:5]([OH:4])[C@H:9]3[O:14][CH2:13][CH2:12][N:11]([C:15]4[CH:20]=[CH:19][C:18]([C:21]([F:24])([F:23])[F:22])=[CH:17][CH:16]=4)[C:10]3=[O:25])=[CH:28][CH:29]=2)[N:34]=[CH:33][N:32]=1, predict the reactants needed to synthesize it. The reactants are: C([O:4][C@H:5]([C@H:9]1[O:14][CH2:13][CH2:12][N:11]([C:15]2[CH:20]=[CH:19][C:18]([C:21]([F:24])([F:23])[F:22])=[CH:17][CH:16]=2)[C:10]1=[O:25])[C:6](Cl)=[O:7])(=O)C.[NH2:26][C:27]1[CH:36]=[C:35]2[C:30]([C:31]([NH:37]C(=O)OC(C)(C)C)=[N:32][CH:33]=[N:34]2)=[CH:29][CH:28]=1.N1C=CC=CC=1.C(#N)C.